Task: Predict the product of the given reaction.. Dataset: Forward reaction prediction with 1.9M reactions from USPTO patents (1976-2016) (1) The product is: [CH:21]1([CH2:24][N:25]2[CH:33]=[N:32][C:31]3[C:26]2=[N:27][C:28]([C:40]2[CH:45]=[N:44][C:43]([CH2:16][NH:17][C:9](=[O:10])[O:11][C:12]([CH3:13])([CH3:14])[CH3:15])=[N:42][CH:41]=2)=[N:29][C:30]=3[N:34]2[CH2:39][CH2:38][O:37][CH2:36][CH2:35]2)[CH2:22][CH2:23]1. Given the reactants [C:9](O[C:9]([O:11][C:12]([CH3:15])([CH3:14])[CH3:13])=[O:10])([O:11][C:12]([CH3:15])([CH3:14])[CH3:13])=[O:10].[CH3:16][N:17](C)C=O.[CH:21]1([CH2:24][N:25]2[CH:33]=[N:32][C:31]3[C:26]2=[N:27][C:28]([C:40]2[CH:41]=[N:42][C:43](NC)=[N:44][CH:45]=2)=[N:29][C:30]=3[N:34]2[CH2:39][CH2:38][O:37][CH2:36][CH2:35]2)[CH2:23][CH2:22]1, predict the reaction product. (2) Given the reactants O.O.[Sn](Cl)Cl.[Cl:6][CH2:7][CH2:8][N:9]([CH2:22][CH2:23][Cl:24])[CH2:10][CH2:11][O:12][C:13]1[CH:18]=[CH:17][CH:16]=[C:15]([N+:19]([O-])=O)[CH:14]=1.[NH4+].[OH-], predict the reaction product. The product is: [Cl:6][CH2:7][CH2:8][N:9]([CH2:22][CH2:23][Cl:24])[CH2:10][CH2:11][O:12][C:13]1[CH:18]=[CH:17][CH:16]=[C:15]([NH2:19])[CH:14]=1.